Dataset: Reaction yield outcomes from USPTO patents with 853,638 reactions. Task: Predict the reaction yield, written as a fraction of the theoretical maximum amount of product (1.0 means a 100% yield; for example, 0.34 means a 34% yield). (1) The reactants are [CH3:1][C:2]1[CH:7]=[C:6]([C:8]2[S:12][CH:11]=[N:10][CH:9]=2)[N:5]=[C:4]([NH:13][C:14]2[CH:19]=[C:18]([C:20]([F:23])([F:22])[F:21])[CH:17]=[CH:16][N:15]=2)[CH:3]=1.C([N-]C(C)C)(C)C.[Li+].[O:32]=[C:33]1[CH2:42][CH2:41][CH2:40][C:39]2[CH:38]=[C:37]([C:43]([O:45][CH3:46])=[O:44])[CH:36]=[CH:35][C:34]1=2. The catalyst is C1COCC1. The product is [OH:32][C:33]1([C:11]2[S:12][C:8]([C:6]3[CH:7]=[C:2]([CH3:1])[CH:3]=[C:4]([NH:13][C:14]4[CH:19]=[C:18]([C:20]([F:23])([F:21])[F:22])[CH:17]=[CH:16][N:15]=4)[N:5]=3)=[CH:9][N:10]=2)[CH2:42][CH2:41][CH2:40][C:39]2[CH:38]=[C:37]([C:43]([O:45][CH3:46])=[O:44])[CH:36]=[CH:35][C:34]1=2. The yield is 0.890. (2) The reactants are [C:1]1([N:7]2[CH2:12][CH2:11][NH:10][CH2:9][CH2:8]2)[CH:6]=[CH:5][CH:4]=[CH:3][CH:2]=1.C([O-])([O-])=O.[K+].[K+].Br[CH2:20][CH2:21][N:22]1[C:26](=[O:27])[C:25]2=[CH:28][CH:29]=[CH:30][CH:31]=[C:24]2[C:23]1=[O:32].CCCCCC. The catalyst is CN(C=O)C.O.CCOC(C)=O. The product is [C:1]1([N:7]2[CH2:12][CH2:11][N:10]([CH2:20][CH2:21][N:22]3[C:23](=[O:32])[C:24]4[C:25](=[CH:28][CH:29]=[CH:30][CH:31]=4)[C:26]3=[O:27])[CH2:9][CH2:8]2)[CH:6]=[CH:5][CH:4]=[CH:3][CH:2]=1. The yield is 0.556. (3) The reactants are [C:1]1([CH2:7][CH2:8][CH2:9][C:10]#[CH:11])[CH:6]=[CH:5][CH:4]=[CH:3][CH:2]=1.Br[C:13]1[CH:14]=[C:15]([CH:18]=[O:19])[S:16][CH:17]=1. The catalyst is O1CCCC1.[Cu]I.Cl[Pd](Cl)([P](C1C=CC=CC=1)(C1C=CC=CC=1)C1C=CC=CC=1)[P](C1C=CC=CC=1)(C1C=CC=CC=1)C1C=CC=CC=1.C(N(CC)CC)C. The product is [C:1]1([CH2:7][CH2:8][CH2:9][C:10]#[C:11][C:13]2[CH:14]=[C:15]([CH:18]=[O:19])[S:16][CH:17]=2)[CH:6]=[CH:5][CH:4]=[CH:3][CH:2]=1. The yield is 0.780.